Dataset: Reaction yield outcomes from USPTO patents with 853,638 reactions. Task: Predict the reaction yield, written as a fraction of the theoretical maximum amount of product (1.0 means a 100% yield; for example, 0.34 means a 34% yield). (1) The yield is 0.650. The catalyst is C(O)(C)C. The product is [C:1]([C:5]1[O:9][N:8]=[C:7]([NH:10][C:11]([NH:13][C:14]2[CH:19]=[CH:18][CH:17]=[C:16]([S:20][C:22]3[C:31]4[C:26](=[CH:27][C:28]([O:35][CH2:36][CH3:37])=[C:29]([O:32][CH2:33][CH3:34])[CH:30]=4)[N:25]=[CH:24][N:23]=3)[CH:15]=2)=[O:12])[CH:6]=1)([CH3:4])([CH3:2])[CH3:3]. The reactants are [C:1]([C:5]1[O:9][N:8]=[C:7]([NH:10][C:11]([NH:13][C:14]2[CH:19]=[CH:18][CH:17]=[C:16]([SH:20])[CH:15]=2)=[O:12])[CH:6]=1)([CH3:4])([CH3:3])[CH3:2].Cl[C:22]1[C:31]2[C:26](=[CH:27][C:28]([O:35][CH2:36][CH3:37])=[C:29]([O:32][CH2:33][CH3:34])[CH:30]=2)[N:25]=[CH:24][N:23]=1.C([O-])([O-])=O.[Cs+].[Cs+]. (2) The reactants are [OH:1][C:2]1[CH:9]=[CH:8][C:5]([CH:6]=[O:7])=[CH:4][CH:3]=1.Cl[CH2:11][CH2:12][C:13]([CH3:16])([CH3:15])[CH3:14].[I-].[Na+].C(=O)([O-])[O-].[Cs+].[Cs+]. The catalyst is CN(C)C=O. The product is [CH3:14][C:13]([CH3:16])([CH3:15])[CH2:12][CH2:11][O:1][C:2]1[CH:9]=[CH:8][C:5]([CH:6]=[O:7])=[CH:4][CH:3]=1. The yield is 0.780. (3) The reactants are ClC1C=CC2SC=C(CN3CCN(C4SC(C(O)=O)=C(C)N=4)C3=O)C=2C=1.[CH3:27][C:28]1[N:29]=[C:30]([N:36]2[CH2:40][CH2:39][N:38]([CH2:41][C:42]3[CH:43]=[CH:44][CH:45]=[C:46]4[C:51]=3[N:50]=[CH:49][CH:48]=[CH:47]4)[C:37]2=[O:52])[S:31][C:32]=1[C:33](O)=[O:34].[NH2:53][CH2:54][C:55]1[CH:56]=[N:57][CH:58]=[CH:59][CH:60]=1. No catalyst specified. The product is [CH3:27][C:28]1[N:29]=[C:30]([N:36]2[CH2:40][CH2:39][N:38]([CH2:41][C:42]3[CH:43]=[CH:44][CH:45]=[C:46]4[C:51]=3[N:50]=[CH:49][CH:48]=[CH:47]4)[C:37]2=[O:52])[S:31][C:32]=1[C:33]([NH:53][CH2:54][C:55]1[CH:56]=[N:57][CH:58]=[CH:59][CH:60]=1)=[O:34]. The yield is 0.440. (4) The reactants are [F:1][C:2]1[C:3]([C:14]2[N:18]([CH3:19])[C:17]3[CH:20]=[CH:21][CH:22]=[CH:23][C:16]=3[N:15]=2)=[CH:4][C:5]([N:8]2[CH2:13][CH2:12][NH:11][CH2:10][CH2:9]2)=[N:6][CH:7]=1.CCN(CC)CC.[CH3:31][S:32](Cl)(=[O:34])=[O:33].CO. The catalyst is C(Cl)Cl. The product is [F:1][C:2]1[C:3]([C:14]2[N:18]([CH3:19])[C:17]3[CH:20]=[CH:21][CH:22]=[CH:23][C:16]=3[N:15]=2)=[CH:4][C:5]([N:8]2[CH2:9][CH2:10][N:11]([S:32]([CH3:31])(=[O:34])=[O:33])[CH2:12][CH2:13]2)=[N:6][CH:7]=1. The yield is 0.790. (5) The reactants are [CH:1]1([CH:6]=[C:7]2[CH2:16][CH2:15][C:14]3[CH:13]=[C:12]([C:17]([O:19]C)=[O:18])[CH:11]=[CH:10][C:9]=3[C:8]2=O)[CH2:5][CH2:4][CH2:3][CH2:2]1.Cl.[NH:23]([C:25]1[CH:32]=[CH:31][C:28]([C:29]#[N:30])=[C:27]([CH3:33])[CH:26]=1)[NH2:24].C(O)C. No catalyst specified. The product is [C:29]([C:28]1[CH:31]=[CH:32][C:25]([N:23]2[CH:6]([CH:1]3[CH2:2][CH2:3][CH2:4][CH2:5]3)[CH:7]3[C:8]([C:9]4[CH:10]=[CH:11][C:12]([C:17]([OH:19])=[O:18])=[CH:13][C:14]=4[CH2:15][CH2:16]3)=[N:24]2)=[CH:26][C:27]=1[CH3:33])#[N:30]. The yield is 0.640. (6) The reactants are [Br:1][CH2:2][CH2:3][CH2:4][CH2:5][CH2:6][CH2:7][CH2:8][CH2:9]C=O.[CH3:12][O:13][CH:14](OC)[O:15][CH3:16].Cl. The catalyst is O1CCOCC1.C(=O)(O)[O-].[Na+].CO. The product is [Br:1][CH2:2][CH2:3][CH2:4][CH2:5][CH2:6][CH2:7][CH2:8][CH2:9][CH:14]([O:15][CH3:16])[O:13][CH3:12]. The yield is 0.970. (7) The reactants are [CH2:1]([C:3]1[CH:4]=[N:5][N:6]([CH3:16])[C:7]=1[C:8]1[CH:9]=[C:10]([C:13]([OH:15])=O)[S:11][CH:12]=1)[CH3:2].[NH2:17][C@@H:18]([CH2:31][C:32]1[CH:37]=[CH:36][CH:35]=[CH:34][C:33]=1[C:38]([F:41])([F:40])[F:39])[CH2:19][N:20]1[C:28](=[O:29])[C:27]2[C:22](=[CH:23][CH:24]=[CH:25][CH:26]=2)[C:21]1=[O:30].C1CN([P+](Br)(N2CCCC2)N2CCCC2)CC1.F[P-](F)(F)(F)(F)F.CCN(C(C)C)C(C)C. The catalyst is C(Cl)(Cl)Cl. The product is [O:29]=[C:28]1[C:27]2[C:22](=[CH:23][CH:24]=[CH:25][CH:26]=2)[C:21](=[O:30])[N:20]1[CH2:19][C@@H:18]([NH:17][C:13]([C:10]1[S:11][CH:12]=[C:8]([C:7]2[N:6]([CH3:16])[N:5]=[CH:4][C:3]=2[CH2:1][CH3:2])[CH:9]=1)=[O:15])[CH2:31][C:32]1[CH:37]=[CH:36][CH:35]=[CH:34][C:33]=1[C:38]([F:40])([F:39])[F:41]. The yield is 0.710. (8) The reactants are [Br:1][C:2]1[C:7](=[O:8])[N:6]2[C:9]([CH3:12])=[CH:10][S:11][C:5]2=[N:4][C:3]=1[CH:13](Br)[CH3:14].[N-:16]=[N+:17]=[N-:18].[Na+].C(=O)(O)[O-].[Na+]. The catalyst is CN(C)C=O.O. The product is [N:16]([CH:13]([C:3]1[N:4]=[C:5]2[S:11][CH:10]=[C:9]([CH3:12])[N:6]2[C:7](=[O:8])[C:2]=1[Br:1])[CH3:14])=[N+:17]=[N-:18]. The yield is 0.972. (9) The reactants are [CH3:1][N:2]1[C:10]2[CH2:9][C@H:8]([CH3:11])[N:7](C(OC(C)(C)C)=O)[CH2:6][C:5]=2[C:4]([C:19]2[S:20][CH:21]=[CH:22][CH:23]=2)=[N:3]1.C(OCC)(=O)C. The catalyst is O1CCOCC1. The product is [CH3:1][N:2]1[C:10]2[CH2:9][C@H:8]([CH3:11])[NH:7][CH2:6][C:5]=2[C:4]([C:19]2[S:20][CH:21]=[CH:22][CH:23]=2)=[N:3]1. The yield is 1.00. (10) The reactants are [CH3:1][C:2]1[C:6]2[CH:7]=[CH:8][CH:9]=[CH:10][C:5]=2[O:4][C:3]=1[CH:11]([NH:20][C:21]1[CH:26]=[CH:25][C:24]([C:27]([NH:29][CH2:30][CH2:31][C:32]([O:34]CC)=[O:33])=[O:28])=[CH:23][CH:22]=1)[CH2:12][O:13][C:14]1[CH:19]=[CH:18][CH:17]=[CH:16][CH:15]=1.O1CCCC1.[OH-].[Na+]. The catalyst is C(O)C. The product is [CH3:1][C:2]1[C:6]2[CH:7]=[CH:8][CH:9]=[CH:10][C:5]=2[O:4][C:3]=1[CH:11]([NH:20][C:21]1[CH:22]=[CH:23][C:24]([C:27]([NH:29][CH2:30][CH2:31][C:32]([OH:34])=[O:33])=[O:28])=[CH:25][CH:26]=1)[CH2:12][O:13][C:14]1[CH:19]=[CH:18][CH:17]=[CH:16][CH:15]=1. The yield is 0.970.